From a dataset of NCI-60 drug combinations with 297,098 pairs across 59 cell lines. Regression. Given two drug SMILES strings and cell line genomic features, predict the synergy score measuring deviation from expected non-interaction effect. (1) Drug 1: CC1=C(C=C(C=C1)NC2=NC=CC(=N2)N(C)C3=CC4=NN(C(=C4C=C3)C)C)S(=O)(=O)N.Cl. Drug 2: CC12CCC3C(C1CCC2=O)CC(=C)C4=CC(=O)C=CC34C. Cell line: SK-MEL-28. Synergy scores: CSS=6.25, Synergy_ZIP=3.60, Synergy_Bliss=0.512, Synergy_Loewe=-17.7, Synergy_HSA=-1.77. (2) Drug 1: CNC(=O)C1=CC=CC=C1SC2=CC3=C(C=C2)C(=NN3)C=CC4=CC=CC=N4. Cell line: HL-60(TB). Synergy scores: CSS=62.2, Synergy_ZIP=0.596, Synergy_Bliss=-0.000628, Synergy_Loewe=-22.2, Synergy_HSA=-1.09. Drug 2: CN(CC1=CN=C2C(=N1)C(=NC(=N2)N)N)C3=CC=C(C=C3)C(=O)NC(CCC(=O)O)C(=O)O. (3) Drug 1: CCC(=C(C1=CC=CC=C1)C2=CC=C(C=C2)OCCN(C)C)C3=CC=CC=C3.C(C(=O)O)C(CC(=O)O)(C(=O)O)O. Drug 2: C1CCC(C(C1)N)N.C(=O)(C(=O)[O-])[O-].[Pt+4]. Cell line: COLO 205. Synergy scores: CSS=40.7, Synergy_ZIP=0.0829, Synergy_Bliss=-0.275, Synergy_Loewe=-1.17, Synergy_HSA=2.75. (4) Drug 1: CC12CCC(CC1=CCC3C2CCC4(C3CC=C4C5=CN=CC=C5)C)O. Drug 2: CC=C1C(=O)NC(C(=O)OC2CC(=O)NC(C(=O)NC(CSSCCC=C2)C(=O)N1)C(C)C)C(C)C. Cell line: MOLT-4. Synergy scores: CSS=65.2, Synergy_ZIP=-0.927, Synergy_Bliss=6.07, Synergy_Loewe=-14.3, Synergy_HSA=5.82. (5) Drug 1: COC1=C(C=C2C(=C1)N=CN=C2NC3=CC(=C(C=C3)F)Cl)OCCCN4CCOCC4. Drug 2: COCCOC1=C(C=C2C(=C1)C(=NC=N2)NC3=CC=CC(=C3)C#C)OCCOC.Cl. Cell line: NCI-H522. Synergy scores: CSS=48.5, Synergy_ZIP=-3.30, Synergy_Bliss=-0.743, Synergy_Loewe=4.37, Synergy_HSA=6.50.